This data is from Forward reaction prediction with 1.9M reactions from USPTO patents (1976-2016). The task is: Predict the product of the given reaction. (1) Given the reactants [CH3:1][NH:2][C:3]1[N:12]=[C:11]([NH:13][CH2:14][C:15]2[CH:20]=[CH:19][C:18]([N+:21]([O-])=O)=[CH:17][CH:16]=2)[C:10]2[C:5](=[CH:6][C:7](C)=[CH:8][CH:9]=2)[N:4]=1.[CH3:25]O, predict the reaction product. The product is: [NH2:21][C:18]1[CH:19]=[CH:20][C:15]([CH2:14][NH:13][C:11]2[C:10]3[C:5](=[C:6]([CH3:25])[CH:7]=[CH:8][CH:9]=3)[N:4]=[C:3]([NH:2][CH3:1])[N:12]=2)=[CH:16][CH:17]=1. (2) Given the reactants Cl[CH2:2][C:3]1[CH:21]=[CH:20][C:6]([O:7][CH2:8][C:9]2[N:10]=[C:11]([C:15]3[O:16][CH:17]=[CH:18][CH:19]=3)[O:12][C:13]=2[CH3:14])=[CH:5][CH:4]=1.[OH:22][C:23]1[C:27]([CH:28]=[O:29])=[CH:26][N:25]([C:30]2[CH:35]=[CH:34][CH:33]=[CH:32][CH:31]=2)[N:24]=1.C(=O)([O-])[O-].[K+].[K+].CN(C)C=O, predict the reaction product. The product is: [O:16]1[CH:17]=[CH:18][CH:19]=[C:15]1[C:11]1[O:12][C:13]([CH3:14])=[C:9]([CH2:8][O:7][C:6]2[CH:20]=[CH:21][C:3]([CH2:2][O:22][C:23]3[C:27]([CH:28]=[O:29])=[CH:26][N:25]([C:30]4[CH:31]=[CH:32][CH:33]=[CH:34][CH:35]=4)[N:24]=3)=[CH:4][CH:5]=2)[N:10]=1. (3) The product is: [Cl:1][C:2]1[N:3]=[C:4]([NH:22][CH:23]2[CH2:25][CH2:24]2)[C:5]2[C:10]([CH:26]=[CH2:27])=[CH:9][N:8]([S:12]([C:15]3[CH:21]=[CH:20][C:18]([CH3:19])=[CH:17][CH:16]=3)(=[O:14])=[O:13])[C:6]=2[N:7]=1. Given the reactants [Cl:1][C:2]1[N:3]=[C:4]([NH:22][CH:23]2[CH2:25][CH2:24]2)[C:5]2[C:10](I)=[CH:9][N:8]([S:12]([C:15]3[CH:21]=[CH:20][C:18]([CH3:19])=[CH:17][CH:16]=3)(=[O:14])=[O:13])[C:6]=2[N:7]=1.[CH:26]([Sn](C=C)(C=C)C=C)=[CH2:27].O.CCOC(C)=O, predict the reaction product.